This data is from Full USPTO retrosynthesis dataset with 1.9M reactions from patents (1976-2016). The task is: Predict the reactants needed to synthesize the given product. (1) Given the product [CH3:21][C:4]1[CH:3]=[C:2]([O:1][S:29]([C:32]([F:35])([F:34])[F:33])(=[O:30])=[O:28])[CH:7]=[CH:6][C:5]=1[C:8]1[C:9]2[CH:16]=[C:15]([C:17]([O:19][CH3:20])=[O:18])[CH:14]=[CH:13][C:10]=2[S:11][CH:12]=1, predict the reactants needed to synthesize it. The reactants are: [OH:1][C:2]1[CH:7]=[CH:6][C:5]([C:8]2[C:9]3[CH:16]=[C:15]([C:17]([O:19][CH3:20])=[O:18])[CH:14]=[CH:13][C:10]=3[S:11][CH:12]=2)=[C:4]([CH3:21])[CH:3]=1.N1C=CC=CC=1.[O:28](S(C(F)(F)F)(=O)=O)[S:29]([C:32]([F:35])([F:34])[F:33])(=O)=[O:30]. (2) Given the product [Cl:1][C:2]1[CH:3]=[C:4]([CH:8]([NH:11][C:12]2[O:13][C:14]3[C:20]([O:21][CH3:22])=[CH:19][C:18]([C:23]([N:29]4[C@H:30]([CH3:33])[CH2:31][O:32][C:27]([CH2:34][CH2:35][OH:36])([CH3:26])[CH2:28]4)=[O:25])=[CH:17][C:15]=3[N:16]=2)[CH2:9][F:10])[CH:5]=[CH:6][CH:7]=1, predict the reactants needed to synthesize it. The reactants are: [Cl:1][C:2]1[CH:3]=[C:4]([CH:8]([NH:11][C:12]2[O:13][C:14]3[C:20]([O:21][CH3:22])=[CH:19][C:18]([C:23]([OH:25])=O)=[CH:17][C:15]=3[N:16]=2)[CH2:9][F:10])[CH:5]=[CH:6][CH:7]=1.[CH3:26][C:27]1([CH2:34][CH2:35][OH:36])[O:32][CH2:31][C@@H:30]([CH3:33])[NH:29][CH2:28]1.C(N(CC)C(C)C)(C)C.CN(C(ON1N=NC2C=CC=NC1=2)=[N+](C)C)C.F[P-](F)(F)(F)(F)F. (3) Given the product [CH2:1]([O:8][C@H:9]1[C@H:14]([O:15][CH2:16][C:58]2[CH:57]=[CH:54][CH:10]=[CH:9][CH:14]=2)[C@@H:13]([O:23][CH2:24][C:25]2[CH:26]=[CH:27][CH:28]=[CH:29][CH:30]=2)[C@:12]2([C:33]3[CH:38]=[CH:37][C:36]([Cl:39])=[C:35]([CH2:40][C:41]4[CH:46]=[CH:45][C:44]([O:47][CH2:48][CH3:49])=[C:43]([F:50])[C:42]=4[F:51])[CH:34]=3)[O:11][C@@:10]1([CH2:54][OH:55])[CH2:32][O:31]2)[C:25]1[CH:30]=[CH:29][CH:28]=[CH:27][CH:26]=1, predict the reactants needed to synthesize it. The reactants are: [CH2:1]([O:8][C@H:9]1[C@H:14]([O:15][CH2:16]C2C=CC=CC=2)[C@@H:13]([O:23][CH2:24][C:25]2[CH:30]=[CH:29][CH:28]=[CH:27][CH:26]=2)[C@@:12]([C:33]2[CH:38]=[CH:37][C:36]([Cl:39])=[C:35]([CH2:40][C:41]3[CH:46]=[CH:45][C:44]([O:47][CH2:48][CH3:49])=[C:43]([F:50])[C:42]=3[F:51])[CH:34]=2)([O:31][CH3:32])[O:11][C:10]1([CH2:54][OH:55])CO)C1C=CC=CC=1.F[C:57](F)(F)[C:58](O)=O.C(=O)(O)[O-].[Na+].O.